From a dataset of Experimentally validated miRNA-target interactions with 360,000+ pairs, plus equal number of negative samples. Binary Classification. Given a miRNA mature sequence and a target amino acid sequence, predict their likelihood of interaction. (1) Result: 0 (no interaction). The protein sequence of the target gene is MASTRARPMLPLLLVLVAVVIPGPVGAQVSIHPTEAFLPRGGSVQVNCSSSCEDENLGLGLETNWMKDELSSGHNWKLFKLSDIGEDSRPLCFENCGTTQSSASATITVYSFPERVELDPLPAWQQVGKNLILRCLVEGGAPRTQLSVVLLRGNETLSRQAVDGDPKEITFTVLASRGDHGANFSCFTELDLRPQGLSLFKNVSEVRQLRTFDLPTRVLKLDTPDLLEVGTQQKFLCSLEGLFPASEAQIYLEMGGQMLTLESTNSRDFVSATASVEVTEKLDRTLQLRCVLELADQTLE.... The miRNA is hsa-miR-7850-5p with sequence GUUUGGACAUAGUGUGGCUGG. (2) The miRNA is hsa-miR-1305 with sequence UUUUCAACUCUAAUGGGAGAGA. The protein sequence of the target gene is MLHLLALFLHCLPLASGDYDICKSWVTTDEGPTWEFYACQPKVMRLKDYVKVKVEPSGITCGDPPERFCSHENPYLCSNECDASNPDLAHPPRLMFDKEEEGLATYWQSITWSRYPSPLEANITLSWNKTVELTDDVVMTFEYGRPTVMVLEKSLDNGRTWQPYQFYAEDCMEAFGMSARRARDMSSSSAHRVLCTEEYSRWAGSKKEKHVRFEVRDRFAIFAGPDLRNMDNLYTRLESAKGLKEFFTLTDLRMRLLRPALGGTYVQRENLYKYFYAISNIEVIGRCKCNLHANLCSMRE.... Result: 0 (no interaction).